From a dataset of Full USPTO retrosynthesis dataset with 1.9M reactions from patents (1976-2016). Predict the reactants needed to synthesize the given product. (1) Given the product [O:54]1[CH2:59][CH2:58][CH2:57][CH2:56][CH:55]1[O:60][NH:61][C:49]([CH:31]1[C:32]2[C:37](=[CH:36][C:35]([O:40][CH2:41][CH2:42][N:43]3[CH2:44][CH2:45][O:46][CH2:47][CH2:48]3)=[CH:34][CH:33]=2)[CH2:38][CH2:39][N:30]1[S:27]([C:24]1[CH:25]=[CH:26][C:21]([O:20][C:19]2[CH:18]=[CH:17][C:16]([F:15])=[CH:53][CH:52]=2)=[CH:22][CH:23]=1)(=[O:28])=[O:29])=[O:50], predict the reactants needed to synthesize it. The reactants are: C1C=CC2N(O)N=NC=2C=1.C(Cl)CCl.[F:15][C:16]1[CH:53]=[CH:52][C:19]([O:20][C:21]2[CH:26]=[CH:25][C:24]([S:27]([N:30]3[CH2:39][CH2:38][C:37]4[C:32](=[CH:33][CH:34]=[C:35]([O:40][CH2:41][CH2:42][N:43]5[CH2:48][CH2:47][O:46][CH2:45][CH2:44]5)[CH:36]=4)[CH:31]3[C:49](O)=[O:50])(=[O:29])=[O:28])=[CH:23][CH:22]=2)=[CH:18][CH:17]=1.[O:54]1[CH2:59][CH2:58][CH2:57][CH2:56][CH:55]1[O:60][NH2:61]. (2) Given the product [CH2:11]([O:13][C:14](=[O:32])[CH2:15][CH2:16][NH:17][C:18](=[O:31])[C:19]1[CH:20]=[CH:21][C:22]([CH:25]([CH2:29][O:9][C:5]2[CH:6]=[C:7]([CH3:8])[C:2]([Br:1])=[C:3]([CH3:10])[CH:4]=2)[CH:26]([CH3:27])[CH3:28])=[CH:23][CH:24]=1)[CH3:12], predict the reactants needed to synthesize it. The reactants are: [Br:1][C:2]1[C:7]([CH3:8])=[CH:6][C:5]([OH:9])=[CH:4][C:3]=1[CH3:10].[CH2:11]([O:13][C:14](=[O:32])[CH2:15][CH2:16][NH:17][C:18](=[O:31])[C:19]1[CH:24]=[CH:23][C:22]([CH:25]([CH2:29]O)[CH:26]([CH3:28])[CH3:27])=[CH:21][CH:20]=1)[CH3:12].C(P(CCCC)CCCC)CCC.N(C(N1CCCCC1)=O)=NC(N1CCCCC1)=O. (3) Given the product [F:21][C:22]1[CH:27]=[CH:26][C:25]([C:2]2[C:10]3[C:5](=[CH:6][CH:7]=[C:8]([N+:11]([O-:13])=[O:12])[CH:9]=3)[NH:4][N:3]=2)=[CH:24][CH:23]=1, predict the reactants needed to synthesize it. The reactants are: Br[C:2]1[C:10]2[C:5](=[CH:6][CH:7]=[C:8]([N+:11]([O-:13])=[O:12])[CH:9]=2)[N:4](C(OC(C)(C)C)=O)[N:3]=1.[F:21][C:22]1[CH:27]=[CH:26][C:25](B(O)O)=[CH:24][CH:23]=1.C(Cl)Cl.C([O-])([O-])=O.[K+].[K+]. (4) The reactants are: [CH3:1][O:2][CH2:3][CH2:4][O:5][C:6]1[CH:11]=[CH:10][N:9]2[C:12]([C:15]([OH:17])=O)=[CH:13][N:14]=[C:8]2[CH:7]=1.C(Cl)(=O)C(Cl)=O.[CH2:24]([N:31]1[C:39]2[CH:38]=[CH:37][CH:36]=[C:35]([NH2:40])[C:34]=2[CH:33]=[N:32]1)[C:25]1[CH:30]=[CH:29][CH:28]=[CH:27][CH:26]=1.C(N(C(C)C)CC)(C)C. Given the product [CH2:24]([N:31]1[C:39]2[C:34](=[C:35]([NH:40][C:15]([C:12]3[N:9]4[CH:10]=[CH:11][C:6]([O:5][CH2:4][CH2:3][O:2][CH3:1])=[CH:7][C:8]4=[N:14][CH:13]=3)=[O:17])[CH:36]=[CH:37][CH:38]=2)[CH:33]=[N:32]1)[C:25]1[CH:26]=[CH:27][CH:28]=[CH:29][CH:30]=1, predict the reactants needed to synthesize it. (5) Given the product [C:37]([NH:36][C:34]([C:33]1[C:27]2[C:28](=[N:29][CH:30]=[C:25]([C:6]3[C:5]4[C:9](=[CH:10][C:2]([F:1])=[CH:3][CH:4]=4)[NH:8][N:7]=3)[N:26]=2)[NH:31][CH:32]=1)=[O:35])([CH3:40])([CH3:38])[CH3:39], predict the reactants needed to synthesize it. The reactants are: [F:1][C:2]1[CH:10]=[C:9]2[C:5]([C:6]([Sn](CCCC)(CCCC)CCCC)=[N:7][NH:8]2)=[CH:4][CH:3]=1.Br[C:25]1[N:26]=[C:27]2[C:33]([C:34]([NH:36][C:37]([CH3:40])([CH3:39])[CH3:38])=[O:35])=[CH:32][NH:31][C:28]2=[N:29][CH:30]=1.CN(C=O)C. (6) The reactants are: [F:1][C:2]1[CH:7]=[CH:6][C:5]([C:8]2[C:9]([C:14]([O:16]CC)=[O:15])=[CH:10][CH:11]=[CH:12][CH:13]=2)=[CH:4][CH:3]=1.[OH-].[Na+]. Given the product [F:1][C:2]1[CH:3]=[CH:4][C:5]([C:8]2[C:9]([C:14]([OH:16])=[O:15])=[CH:10][CH:11]=[CH:12][CH:13]=2)=[CH:6][CH:7]=1, predict the reactants needed to synthesize it.